Dataset: Peptide-MHC class I binding affinity with 185,985 pairs from IEDB/IMGT. Task: Regression. Given a peptide amino acid sequence and an MHC pseudo amino acid sequence, predict their binding affinity value. This is MHC class I binding data. (1) The binding affinity (normalized) is 0.0847. The MHC is HLA-A26:01 with pseudo-sequence HLA-A26:01. The peptide sequence is KDGTLFYCY. (2) The binding affinity (normalized) is 0. The MHC is Mamu-B03 with pseudo-sequence Mamu-B03. The peptide sequence is PDNGDYSEV. (3) The binding affinity (normalized) is 1.00. The MHC is Mamu-B08 with pseudo-sequence Mamu-B08. The peptide sequence is RQTALFLLK. (4) The peptide sequence is TIDKSSPLYI. The MHC is HLA-A02:02 with pseudo-sequence HLA-A02:02. The binding affinity (normalized) is 0.449.